From a dataset of Forward reaction prediction with 1.9M reactions from USPTO patents (1976-2016). Predict the product of the given reaction. (1) Given the reactants [C:1]([C:5]1[CH:9]=[C:8]([NH:10][C:11]([NH:13][C@@H:14]2[C:23]3[C:18](=[CH:19][CH:20]=[CH:21][CH:22]=3)[C@H:17]([O:24][C:25]3[CH:26]=[CH:27][C:28]4[N:29]([C:31]([N:34]5[C@H:39]([CH3:40])[CH2:38][CH2:37][CH2:36][C@@H:35]5[CH3:41])=[N:32][N:33]=4)[CH:30]=3)[CH2:16][CH2:15]2)=[O:12])[N:7]([C:42]2[CH:46]=[CH:45][N:44]([CH2:47][CH2:48][O:49]S(C)(=O)=O)[N:43]=2)[N:6]=1)([CH3:4])([CH3:3])[CH3:2].[CH3:54][NH:55][CH3:56].C1C[O:60]CC1, predict the reaction product. The product is: [CH:48]([OH:49])=[O:60].[C:1]([C:5]1[CH:9]=[C:8]([NH:10][C:11]([NH:13][C@@H:14]2[C:23]3[C:18](=[CH:19][CH:20]=[CH:21][CH:22]=3)[C@H:17]([O:24][C:25]3[CH:26]=[CH:27][C:28]4[N:29]([C:31]([N:34]5[C@H:39]([CH3:40])[CH2:38][CH2:37][CH2:36][C@@H:35]5[CH3:41])=[N:32][N:33]=4)[CH:30]=3)[CH2:16][CH2:15]2)=[O:12])[N:7]([C:42]2[CH:46]=[CH:45][N:44]([CH2:47][CH2:48][N:55]([CH3:56])[CH3:54])[N:43]=2)[N:6]=1)([CH3:2])([CH3:3])[CH3:4]. (2) Given the reactants Cl[C:2]1[C:7]([NH2:8])=[C:6]([Cl:9])[N:5]=[C:4]([C:10]2[CH:15]=[CH:14][CH:13]=[CH:12][CH:11]=2)[N:3]=1.[Si]([C:20]#[CH:21])(C)(C)C, predict the reaction product. The product is: [Cl:9][C:6]1[C:7]([NH2:8])=[C:2]([C:20]#[CH:21])[N:3]=[C:4]([C:10]2[CH:15]=[CH:14][CH:13]=[CH:12][CH:11]=2)[N:5]=1. (3) Given the reactants [CH2:1]([O:3][C:4](=[O:17])[CH2:5][CH:6]1[CH2:9][N:8]([C:10]([O:12]C(C)(C)C)=O)[CH2:7]1)[CH3:2].O1CCOCC1.C(N(CC)[CH:28]([CH3:30])[CH3:29])(C)C.C1(C(Cl)=O)CC1, predict the reaction product. The product is: [CH:28]1([C:10]([N:8]2[CH2:7][CH:6]([CH2:5][C:4]([O:3][CH2:1][CH3:2])=[O:17])[CH2:9]2)=[O:12])[CH2:30][CH2:29]1. (4) Given the reactants [C:1]([OH:10])(=[O:9])[C@H:2]([C@@H:4]([C:6]([OH:8])=[O:7])[OH:5])[OH:3].[OH-].[K+], predict the reaction product. The product is: [C:1]([OH:10])(=[O:9])[CH:2]([CH:4]([C:6]([OH:8])=[O:7])[OH:5])[OH:3]. (5) The product is: [CH2:15]([O:14][C:8]1[C:7]([CH2:22][OH:23])=[N:6][CH:5]=[C:4]([C:9]=1[OH:10])[C:3]([OH:27])=[O:2])[C:16]1[CH:17]=[CH:18][CH:19]=[CH:20][CH:21]=1. Given the reactants C[O:2][C:3](=[O:27])[C:4]1[C:9]([O:10]C(=O)C)=[C:8]([O:14][CH2:15][C:16]2[CH:21]=[CH:20][CH:19]=[CH:18][CH:17]=2)[C:7]([CH2:22][O:23]C(=O)C)=[N:6][CH:5]=1.[OH-].[Na+].C(OCC)C.Cl, predict the reaction product. (6) Given the reactants [CH3:1][N:2]1[C:6]2=[C:7]3[CH:13]=[C:12]([C:14]4[CH:15]=[C:16]([CH2:20][C:21]([NH:23][CH2:24][CH2:25][N:26]5[CH2:31][CH2:30][N:29]([CH3:32])[CH2:28][CH2:27]5)=[O:22])[CH:17]=[CH:18][CH:19]=4)[N:11](S(C4C=CC(C)=CC=4)(=O)=O)[C:8]3=[N:9][CH:10]=[C:5]2[CH:4]=[N:3]1.[OH-].[Na+], predict the reaction product. The product is: [CH3:1][N:2]1[C:6]2=[C:7]3[CH:13]=[C:12]([C:14]4[CH:15]=[C:16]([CH2:20][C:21]([NH:23][CH2:24][CH2:25][N:26]5[CH2:31][CH2:30][N:29]([CH3:32])[CH2:28][CH2:27]5)=[O:22])[CH:17]=[CH:18][CH:19]=4)[NH:11][C:8]3=[N:9][CH:10]=[C:5]2[CH:4]=[N:3]1. (7) The product is: [CH2:6]([O:5][CH2:4][C@H:3]([OH:13])[CH2:2][NH:1][C:16](=[O:17])[C@@H:15]([Cl:14])[CH2:19][CH3:20])[C:7]1[CH:12]=[CH:11][CH:10]=[CH:9][CH:8]=1. Given the reactants [NH2:1][CH2:2][C@@H:3]([OH:13])[CH2:4][O:5][CH2:6][C:7]1[CH:12]=[CH:11][CH:10]=[CH:9][CH:8]=1.[Cl:14][C@@H:15]([CH2:19][CH3:20])[C:16](O)=[O:17].C(Cl)CCl, predict the reaction product. (8) Given the reactants C(O[C:9]([N:11]([CH2:13][CH2:14][C:15]([N:17]1[CH2:26][CH2:25][C:24]2[C:19](=[CH:20][C:21]([O:29][CH3:30])=[C:22]([O:27][CH3:28])[CH:23]=2)[C:18]21[CH2:35][CH2:34][CH:33]([C:36]([N:38]1[CH2:43][CH2:42][N:41]([C:44]3[N:49]=[CH:48][N:47]=[C:46]4[N:50]([CH2:53][C:54]5[CH:59]=[CH:58][N:57]=[CH:56][CH:55]=5)[N:51]=[CH:52][C:45]=34)[CH2:40][CH2:39]1)=[O:37])[CH2:32][CH:31]2[CH:60]1[C:69]2[C:64](=[CH:65][C:66]([O:72][CH3:73])=[C:67]([O:70][CH3:71])[CH:68]=2)[CH2:63][CH2:62][N:61]1[CH2:74][CH3:75])=[O:16])C)=O)C1C=CC=CC=1.I[Si](C)(C)C.Cl, predict the reaction product. The product is: [CH3:9][NH:11][CH2:13][CH2:14][C:15]([N:17]1[CH2:26][CH2:25][C:24]2[C:19](=[CH:20][C:21]([O:29][CH3:30])=[C:22]([O:27][CH3:28])[CH:23]=2)[C:18]21[CH2:35][CH2:34][CH:33]([C:36]([N:38]1[CH2:39][CH2:40][N:41]([C:44]3[N:49]=[CH:48][N:47]=[C:46]4[N:50]([CH2:53][C:54]5[CH:59]=[CH:58][N:57]=[CH:56][CH:55]=5)[N:51]=[CH:52][C:45]=34)[CH2:42][CH2:43]1)=[O:37])[CH2:32][CH:31]2[CH:60]1[C:69]2[C:64](=[CH:65][C:66]([O:72][CH3:73])=[C:67]([O:70][CH3:71])[CH:68]=2)[CH2:63][CH2:62][N:61]1[CH2:74][CH3:75])=[O:16]. (9) Given the reactants Cl[C:2]1[CH:7]=[C:6]([CH2:8][C:9]2[N:10]([CH3:30])[CH:11]=[C:12]([C:14]3[O:18][N:17]=[C:16]([C:19]4[CH:24]=[CH:23][C:22]([O:25][C:26]([F:29])([F:28])[F:27])=[CH:21][CH:20]=4)[N:15]=3)[N:13]=2)[CH:5]=[CH:4][N:3]=1.[CH3:31][N:32]1[CH2:37][CH2:36][NH:35][CH2:34][CH2:33]1, predict the reaction product. The product is: [CH3:30][N:10]1[CH:11]=[C:12]([C:14]2[O:18][N:17]=[C:16]([C:19]3[CH:24]=[CH:23][C:22]([O:25][C:26]([F:29])([F:28])[F:27])=[CH:21][CH:20]=3)[N:15]=2)[N:13]=[C:9]1[CH2:8][C:6]1[CH:5]=[CH:4][N:3]=[C:2]([N:35]2[CH2:36][CH2:37][N:32]([CH3:31])[CH2:33][CH2:34]2)[CH:7]=1. (10) Given the reactants [CH3:1][O:2][C:3]1[CH:4]=[C:5]([SH:13])[CH:6]=[C:7]([C:9]([F:12])([F:11])[F:10])[CH:8]=1.CN(C=O)C.Cl[CH2:20][C:21](=[O:27])[CH2:22][C:23]([O:25][CH3:26])=[O:24].C([O-])([O-])=O.[K+].[K+], predict the reaction product. The product is: [CH3:1][O:2][C:3]1[CH:4]=[C:5]([S:13][CH2:20][C:21](=[O:27])[CH2:22][C:23]([O:25][CH3:26])=[O:24])[CH:6]=[C:7]([C:9]([F:10])([F:11])[F:12])[CH:8]=1.